From a dataset of Reaction yield outcomes from USPTO patents with 853,638 reactions. Predict the reaction yield, written as a fraction of the theoretical maximum amount of product (1.0 means a 100% yield; for example, 0.34 means a 34% yield). (1) The product is [Cl:1][C:2]1[CH:7]=[C:6]([Cl:8])[CH:5]=[CH:4][C:3]=1[N:9]1[C:13]2=[N:14][C:15]3[CH:20]=[CH:19][CH:18]=[C:17]([N:21]([CH2:24][CH3:25])[CH2:22][CH3:23])[C:16]=3[N:12]2[CH2:11][CH:10]1[CH2:26][C:27]([OH:29])=[O:28]. The reactants are [Cl:1][C:2]1[CH:7]=[C:6]([Cl:8])[CH:5]=[CH:4][C:3]=1[N:9]1[C:13]2=[N:14][C:15]3[CH:20]=[CH:19][CH:18]=[C:17]([N:21]([CH2:24][CH3:25])[CH2:22][CH3:23])[C:16]=3[N:12]2[CH2:11][CH:10]1[CH2:26][C:27]([O:29]C)=[O:28].[OH-].[Na+].Cl. The yield is 0.650. The catalyst is O1CCCC1.CO. (2) The reactants are [C:1]1([C:7]2[C:27]([F:28])=[CH:26][CH:25]=[CH:24][C:8]=2[C:9]([C@@H:11]2[CH2:16][CH2:15][CH2:14][N:13]([C:17]([O:19][C:20]([CH3:23])([CH3:22])[CH3:21])=[O:18])[CH2:12]2)=[O:10])[CH2:6][CH2:5][CH2:4][CH2:3][CH:2]=1.[CH3:29][O:30][CH2:31][CH2:32][CH2:33][CH2:34][Mg]Cl. The catalyst is C1COCC1. The product is [C:1]1([C:7]2[C:27]([F:28])=[CH:26][CH:25]=[CH:24][C:8]=2[C@:9]([C@@H:11]2[CH2:16][CH2:15][CH2:14][N:13]([C:17]([O:19][C:20]([CH3:23])([CH3:21])[CH3:22])=[O:18])[CH2:12]2)([OH:10])[CH2:34][CH2:33][CH2:32][CH2:31][O:30][CH3:29])[CH2:6][CH2:5][CH2:4][CH2:3][CH:2]=1. The yield is 0.760. (3) The product is [CH3:1][O:2][C:3]([C:5]1([C:8]2[CH:13]=[CH:12][C:11]([OH:14])=[C:10]([C:15](=[N:19][OH:20])[CH3:16])[CH:9]=2)[CH2:7][CH2:6]1)=[O:4]. The reactants are [CH3:1][O:2][C:3]([C:5]1([C:8]2[CH:13]=[CH:12][C:11]([OH:14])=[C:10]([C:15](=O)[CH3:16])[CH:9]=2)[CH2:7][CH2:6]1)=[O:4].Cl.[NH2:19][OH:20].C([O-])(=O)C.[Na+]. The catalyst is CCO. The yield is 0.980. (4) The reactants are [F:1][C:2]1[CH:7]=[CH:6][C:5]([O:8][CH3:9])=[CH:4][C:3]=1/[CH:10]=[C:11](\[SH:15])/[C:12]([OH:14])=[O:13].II.S(S([O-])=O)([O-])(=O)=O.[Na+].[Na+].CCOCC. The catalyst is C(COC)OC. The product is [F:1][C:2]1[C:3]2[CH:10]=[C:11]([C:12]([OH:14])=[O:13])[S:15][C:4]=2[C:5]([O:8][CH3:9])=[CH:6][CH:7]=1. The yield is 0.300. (5) The reactants are C([O:3][C:4]([C:6]1[N:7]=[C:8]([NH:11][C:12](=[O:28])[CH:13]([C:20]2[CH:25]=[CH:24][C:23]([Cl:26])=[C:22]([Cl:27])[CH:21]=2)[CH2:14][CH:15]2[CH2:19][CH2:18][CH2:17][CH2:16]2)[S:9][CH:10]=1)=O)C.[BH4-].[Na+]. The catalyst is O1CCCC1. The product is [CH:15]1([CH2:14][CH:13]([C:20]2[CH:25]=[CH:24][C:23]([Cl:26])=[C:22]([Cl:27])[CH:21]=2)[C:12]([NH:11][C:8]2[S:9][CH:10]=[C:6]([CH2:4][OH:3])[N:7]=2)=[O:28])[CH2:16][CH2:17][CH2:18][CH2:19]1. The yield is 0.250. (6) The reactants are [CH2:1]([N:8]1[C:17]2[C:12](=[CH:13][C:14]([Cl:18])=[CH:15][CH:16]=2)[C:11](Cl)=[C:10]([C:20]#[N:21])[C:9]1=[O:22])[C:2]1[CH:7]=[CH:6][CH:5]=[CH:4][CH:3]=1.[NH:23]1[CH2:28][CH2:27][NH:26][CH2:25][CH2:24]1. The catalyst is ClCCl. The product is [CH2:1]([N:8]1[C:17]2[C:12](=[CH:13][C:14]([Cl:18])=[CH:15][CH:16]=2)[C:11]([N:23]2[CH2:28][CH2:27][NH:26][CH2:25][CH2:24]2)=[C:10]([C:20]#[N:21])[C:9]1=[O:22])[C:2]1[CH:7]=[CH:6][CH:5]=[CH:4][CH:3]=1. The yield is 0.980. (7) The reactants are Br[C:2]1[CH:3]=[C:4]2[C:8](=[CH:9][CH:10]=1)[NH:7][N:6]=[C:5]2[C:11]([NH:13][CH3:14])=[O:12].CN1C[CH2:20][O:19][CH2:18]C1.C[OH:23]. No catalyst specified. The product is [CH3:14][NH:13][C:11]([C:5]1[C:4]2[C:8](=[CH:9][CH:10]=[C:2]([C:18]([O:19][CH3:20])=[O:23])[CH:3]=2)[NH:7][N:6]=1)=[O:12]. The yield is 0.610.